From a dataset of Forward reaction prediction with 1.9M reactions from USPTO patents (1976-2016). Predict the product of the given reaction. Given the reactants OC1CC[N:5]([C:8]([NH:10][C:11]2[NH:15][C:14]3[CH:16]=[CH:17][C:18]([O:20][S:21]([C:24]4[CH:29]=[CH:28][C:27]([N:30]5[CH2:35][CH2:34][CH:33]([OH:36])[CH2:32][CH2:31]5)=[CH:26][CH:25]=4)(=[O:23])=[O:22])=[CH:19][C:13]=3[N:12]=2)=[O:9])[CH2:4][CH2:3]1.NC[CH:39]1[O:44][CH2:43][CH2:42][NH:41][CH2:40]1, predict the reaction product. The product is: [N:41]1([CH2:3][CH2:4][NH:5][C:8](=[O:9])[NH:10][C:11]2[NH:15][C:14]3[CH:16]=[CH:17][C:18]([O:20][S:21]([C:24]4[CH:25]=[CH:26][C:27]([N:30]5[CH2:35][CH2:34][CH:33]([OH:36])[CH2:32][CH2:31]5)=[CH:28][CH:29]=4)(=[O:23])=[O:22])=[CH:19][C:13]=3[N:12]=2)[CH2:42][CH2:43][O:44][CH2:39][CH2:40]1.